From a dataset of Forward reaction prediction with 1.9M reactions from USPTO patents (1976-2016). Predict the product of the given reaction. (1) Given the reactants C(OC(=O)C)(=O)C.[CH:8]([OH:10])=O.[Br:11][C:12]1[CH:13]=[CH:14][C:15]([Cl:25])=[C:16]([CH:24]=1)[C:17]([NH:19][CH2:20][CH2:21][NH:22][OH:23])=[O:18], predict the reaction product. The product is: [Br:11][C:12]1[CH:13]=[CH:14][C:15]([Cl:25])=[C:16]([CH:24]=1)[C:17]([NH:19][CH2:20][CH2:21][N:22]([CH:8]=[O:10])[OH:23])=[O:18]. (2) Given the reactants C[O:2][C:3](=[O:24])[C:4]1[CH:9]=[CH:8][CH:7]=[C:6]([O:10][C@H:11]([C:13](=[O:23])[NH:14][C:15]2[CH:20]=[CH:19][C:18]([C:21]#[N:22])=[CH:17][CH:16]=2)[CH3:12])[CH:5]=1.CO.[OH-].[Na+].Cl, predict the reaction product. The product is: [C:21]([C:18]1[CH:17]=[CH:16][C:15]([NH:14][C:13]([C@@H:11]([O:10][C:6]2[CH:5]=[C:4]([CH:9]=[CH:8][CH:7]=2)[C:3]([OH:24])=[O:2])[CH3:12])=[O:23])=[CH:20][CH:19]=1)#[N:22]. (3) Given the reactants ClC(Cl)(O[C:5](=[O:11])OC(Cl)(Cl)Cl)Cl.[NH2:13][C:14]1[CH:19]=[CH:18][C:17]([C:20]2[N:21]=[C:22]([N:42]3[CH2:47][CH2:46][O:45][CH2:44][CH2:43]3)[C:23]3[N:28]=[N:27][N:26]([CH:29]4[CH2:34][CH2:33][N:32]([C:35]([O:37][C:38]([CH3:41])([CH3:40])[CH3:39])=[O:36])[CH2:31][CH2:30]4)[C:24]=3[N:25]=2)=[CH:16][CH:15]=1.[F:48][C:49]1[CH:55]=[CH:54][C:52]([NH2:53])=[CH:51][CH:50]=1.CCN(CC)CC, predict the reaction product. The product is: [F:48][C:49]1[CH:55]=[CH:54][C:52]([NH:53][C:5]([NH:13][C:14]2[CH:15]=[CH:16][C:17]([C:20]3[N:21]=[C:22]([N:42]4[CH2:43][CH2:44][O:45][CH2:46][CH2:47]4)[C:23]4[N:28]=[N:27][N:26]([CH:29]5[CH2:30][CH2:31][N:32]([C:35]([O:37][C:38]([CH3:41])([CH3:39])[CH3:40])=[O:36])[CH2:33][CH2:34]5)[C:24]=4[N:25]=3)=[CH:18][CH:19]=2)=[O:11])=[CH:51][CH:50]=1. (4) The product is: [NH2:27][C:28]1[N:33]=[CH:32][N:31]=[C:30]2[N:34]([CH:38]3[CH2:43][CH2:42][N:41]([C:44]([O:46][C:47]([CH3:50])([CH3:49])[CH3:48])=[O:45])[CH2:40][CH2:39]3)[N:35]=[C:36]([C:9]3[CH:10]=[CH:11][C:12]([NH:15][C:16]([O:17][CH2:18][C:19]4[CH:20]=[CH:21][CH:22]=[CH:23][CH:24]=4)=[O:25])=[CH:13][CH:14]=3)[C:29]=12. Given the reactants CC1(C)C(C)(C)OB([C:9]2[CH:14]=[CH:13][C:12]([NH:15][C:16](=[O:25])[O:17][CH2:18][C:19]3[CH:24]=[CH:23][CH:22]=[CH:21][CH:20]=3)=[CH:11][CH:10]=2)O1.[NH2:27][C:28]1[N:33]=[CH:32][N:31]=[C:30]2[N:34]([CH:38]3[CH2:43][CH2:42][N:41]([C:44]([O:46][C:47]([CH3:50])([CH3:49])[CH3:48])=[O:45])[CH2:40][CH2:39]3)[N:35]=[C:36](I)[C:29]=12.C(=O)([O-])[O-].[Na+].[Na+], predict the reaction product. (5) Given the reactants [Br:1][C:2]1[CH:3]=[C:4]([N+:10]([O-])=O)[C:5]([O:8][CH3:9])=[N:6][CH:7]=1.[Br-].[Mg+2].[Br-].O1CC[CH2:18][CH2:17]1, predict the reaction product. The product is: [Br:1][C:2]1[CH:7]=[N:6][C:5]([O:8][CH3:9])=[C:4]2[NH:10][CH:17]=[CH:18][C:3]=12.